Dataset: Reaction yield outcomes from USPTO patents with 853,638 reactions. Task: Predict the reaction yield, written as a fraction of the theoretical maximum amount of product (1.0 means a 100% yield; for example, 0.34 means a 34% yield). (1) The reactants are C([O:4][C@H:5]1[C@@H:27]([O:28]C(=O)C)[C@H:26]([O:32]C(=O)C)[C@@H:25]([CH2:36][O:37]C(=O)C)[O:24][C@@H:6]1[O:7][C:8]1[CH:13]=[CH:12][C:11]([N:14]2[C:22]3[C:17](=[CH:18][CH:19]=[CH:20][CH:21]=3)[CH2:16][CH2:15]2)=[CH:10][C:9]=1[Cl:23])(=O)C.C[O-].[Na+]. The catalyst is CO. The product is [O:7]([C:8]1[CH:13]=[CH:12][C:11]([N:14]2[C:22]3[C:17](=[CH:18][CH:19]=[CH:20][CH:21]=3)[CH2:16][CH2:15]2)=[CH:10][C:9]=1[Cl:23])[C@H:6]1[O:24][C@H:25]([CH2:36][OH:37])[C@@H:26]([OH:32])[C@H:27]([OH:28])[C@@H:5]1[OH:4]. The yield is 0.770. (2) The reactants are Cl[CH2:2][C:3]1[CH:10]=[CH:9][C:6]([CH2:7][OH:8])=[CH:5][CH:4]=1.[C:11]1([OH:17])[CH:16]=[CH:15][CH:14]=[CH:13][CH:12]=1.[OH-].[K+].CS(C)=O. The catalyst is C(OCC)(=O)C.O. The product is [O:17]([CH2:2][C:3]1[CH:10]=[CH:9][C:6]([CH2:7][OH:8])=[CH:5][CH:4]=1)[C:11]1[CH:16]=[CH:15][CH:14]=[CH:13][CH:12]=1. The yield is 0.760. (3) The reactants are [F:1][C:2]1[CH:7]=[CH:6][C:5]([C:8]2[C:9]([F:14])=[N:10][CH:11]=[CH:12][CH:13]=2)=[CH:4][C:3]=1[CH2:15][OH:16].[Cr](Cl)([O-])(=O)=O.[NH+]1C=CC=CC=1. The catalyst is ClCCl. The product is [F:1][C:2]1[CH:7]=[CH:6][C:5]([C:8]2[C:9]([F:14])=[N:10][CH:11]=[CH:12][CH:13]=2)=[CH:4][C:3]=1[CH:15]=[O:16]. The yield is 0.870. (4) The reactants are [Cl:1][C:2]1[CH:3]=[C:4]2[C:9](=[C:10]([C:12](O)=[O:13])[CH:11]=1)[NH:8][CH:7]([C:15]1[CH:20]=[CH:19][CH:18]=[C:17]([N:21]3[CH2:25][CH2:24][CH2:23][CH2:22]3)[CH:16]=1)[CH2:6][C:5]2([CH3:27])[CH3:26].[CH:28]1([S:31]([NH2:34])(=[O:33])=[O:32])[CH2:30][CH2:29]1. The catalyst is CN(C)C1C=CN=CC=1.ClCCl. The product is [Cl:1][C:2]1[CH:3]=[C:4]2[C:9](=[C:10]([C:12]([NH:34][S:31]([CH:28]3[CH2:30][CH2:29]3)(=[O:33])=[O:32])=[O:13])[CH:11]=1)[NH:8][CH:7]([C:15]1[CH:20]=[CH:19][CH:18]=[C:17]([N:21]3[CH2:25][CH2:24][CH2:23][CH2:22]3)[CH:16]=1)[CH2:6][C:5]2([CH3:27])[CH3:26]. The yield is 0.200. (5) The reactants are [N+:1]([C:4]1[CH:5]=[C:6]([C:11]([F:14])([F:13])[F:12])[C:7](O)=[N:8][CH:9]=1)([O-:3])=[O:2].O=S(Cl)[Cl:17].CN(C=O)C. No catalyst specified. The product is [Cl:17][C:7]1[C:6]([C:11]([F:14])([F:13])[F:12])=[CH:5][C:4]([N+:1]([O-:3])=[O:2])=[CH:9][N:8]=1. The yield is 0.551. (6) The reactants are [CH2:1]([O:8][C:9]1[CH:14]=[C:13]([O:15][CH2:16][C:17]2[CH:22]=[CH:21][CH:20]=[CH:19][CH:18]=2)[C:12]([CH:23]([CH3:25])[CH3:24])=[CH:11][C:10]=1[C:26]1[O:30][N:29]=[C:28]([C:31]([NH:33][CH2:34][CH3:35])=[O:32])[C:27]=1[C:36](=[N:38][OH:39])[NH2:37])[C:2]1[CH:7]=[CH:6][CH:5]=[CH:4][CH:3]=1.[C:40](Cl)(=O)[CH2:41][CH3:42]. No catalyst specified. The product is [CH2:1]([O:8][C:9]1[CH:14]=[C:13]([O:15][CH2:16][C:17]2[CH:22]=[CH:21][CH:20]=[CH:19][CH:18]=2)[C:12]([CH:23]([CH3:25])[CH3:24])=[CH:11][C:10]=1[C:26]1[O:30][N:29]=[C:28]([C:31]([NH:33][CH2:34][CH3:35])=[O:32])[C:27]=1[C:36]1[N:37]=[C:40]([CH2:41][CH3:42])[O:39][N:38]=1)[C:2]1[CH:7]=[CH:6][CH:5]=[CH:4][CH:3]=1. The yield is 0.670. (7) The reactants are Cl[C:2]1[CH:3]=[CH:4][C:5]([N+:10]([O-:12])=[O:11])=[C:6]([O:8][CH3:9])[CH:7]=1.P([O-])(OCC)[O:14]CC.CC1(C)C2C(=C(P(C3C=CC=CC=3)C3C=CC=CC=3)C=CC=2)OC2[C:25]([P:29]([C:36]3C=CC=CC=3)C3C=CC=CC=3)=CC=CC1=2.P([O-])([O-])([O-])=O.[K+].[K+].[K+]. The catalyst is CN(C=O)C.C([O-])(=O)C.[Pd+2].C([O-])(=O)C. The product is [CH3:9][O:8][C:6]1[CH:7]=[C:2]([P:29](=[O:14])([CH3:36])[CH3:25])[CH:3]=[CH:4][C:5]=1[N+:10]([O-:12])=[O:11]. The yield is 0.330.